Dataset: Forward reaction prediction with 1.9M reactions from USPTO patents (1976-2016). Task: Predict the product of the given reaction. (1) Given the reactants FC1C=CC=CC=1NC(=S)NC1C=CC(C2C=C3C(=CC=2)C(=O)N([C@@H](C(C)C)C(OC)=O)C3)=CC=1.[NH2:36][C:37]1[CH:42]=[CH:41][C:40]([C:43]2[CH:44]=[C:45]3[C:49](=[CH:50][CH:51]=2)[C:48](=[O:52])[N:47]([C@@H:53]([CH:58]([CH3:60])[CH3:59])[C:54]([O:56][CH3:57])=[O:55])[CH2:46]3)=[CH:39][CH:38]=1.[F:61][C:62]([F:73])([F:72])[C:63]1[CH:64]=[C:65]([N:69]=[C:70]=[S:71])[CH:66]=[CH:67][CH:68]=1, predict the reaction product. The product is: [CH3:59][CH:58]([CH3:60])[C@H:53]([N:47]1[CH2:46][C:45]2[C:49](=[CH:50][CH:51]=[C:43]([C:40]3[CH:41]=[CH:42][C:37]([NH:36][C:70]([NH:69][C:65]4[CH:66]=[CH:67][CH:68]=[C:63]([C:62]([F:61])([F:72])[F:73])[CH:64]=4)=[S:71])=[CH:38][CH:39]=3)[CH:44]=2)[C:48]1=[O:52])[C:54]([O:56][CH3:57])=[O:55]. (2) Given the reactants Cl.[Cl:2][C:3]1[CH:4]=[CH:5][C:6]2[CH2:12][CH2:11][C:10]3[CH:13]=[CH:14][CH:15]=[CH:16][C:9]=3[N:8]([CH2:17][CH2:18][CH2:19][NH2:20])[C:7]=2[CH:21]=1.CCN(CC)CC.[F:29][C:30]([F:43])([F:42])[O:31][C:32]1[CH:33]=[C:34]([S:38](Cl)(=[O:40])=[O:39])[CH:35]=[CH:36][CH:37]=1, predict the reaction product. The product is: [Cl:2][C:3]1[CH:4]=[CH:5][C:6]2[CH2:12][CH2:11][C:10]3[CH:13]=[CH:14][CH:15]=[CH:16][C:9]=3[N:8]([CH2:17][CH2:18][CH2:19][NH:20][S:38]([C:34]3[CH:35]=[CH:36][CH:37]=[C:32]([O:31][C:30]([F:29])([F:42])[F:43])[CH:33]=3)(=[O:40])=[O:39])[C:7]=2[CH:21]=1.